Dataset: Reaction yield outcomes from USPTO patents with 853,638 reactions. Task: Predict the reaction yield, written as a fraction of the theoretical maximum amount of product (1.0 means a 100% yield; for example, 0.34 means a 34% yield). The catalyst is C(Cl)Cl.CN(C)C1C=CN=CC=1. The reactants are [CH3:1][C:2]1[C:3]([C:12]2[CH:13]=[CH:14][C:15]([NH2:18])=[N:16][CH:17]=2)=[CH:4][C:5]2[O:10][CH2:9][CH2:8][O:7][C:6]=2[CH:11]=1.[Cl-].[F:20][C:21]1[CH:26]=[CH:25][CH:24]=[C:23]([F:27])[CH:22]=1.[CH:28](N(C(C)C)CC)(C)C.[OH-:37].[Na+]. The product is [F:20][C:21]1[CH:26]=[CH:25][CH:24]=[C:23]([F:27])[C:22]=1[C:28]([NH:18][C:15]1[CH:14]=[CH:13][C:12]([C:3]2[C:2]([CH3:1])=[CH:11][C:6]3[O:7][CH2:8][CH2:9][O:10][C:5]=3[CH:4]=2)=[CH:17][N:16]=1)=[O:37]. The yield is 0.400.